This data is from Reaction yield outcomes from USPTO patents with 853,638 reactions. The task is: Predict the reaction yield, written as a fraction of the theoretical maximum amount of product (1.0 means a 100% yield; for example, 0.34 means a 34% yield). (1) The reactants are [CH2:1]([N:3]([CH2:37][CH3:38])[CH2:4][CH2:5][CH2:6][NH:7][C:8]1[N:9]=[C:10]([C:27]2[CH:28]=[C:29]([CH:33]=[CH:34][C:35]=2[CH3:36])[C:30](O)=[O:31])[C:11]2[CH:17]=[CH:16][C:15](=[O:18])[N:14]([C:19]3[C:24]([F:25])=[CH:23][CH:22]=[CH:21][C:20]=3[F:26])[C:12]=2[N:13]=1)[CH3:2].CN(C(ON1N=NC2C=CC=CC1=2)=[N+](C)C)C.F[P-](F)(F)(F)(F)F.C(N(CC)CC)C.[NH2:70][CH2:71][C:72]([NH2:74])=[O:73]. The catalyst is CN(C=O)C. The product is [NH2:74][C:72](=[O:73])[CH2:71][NH:70][C:30](=[O:31])[C:29]1[CH:33]=[CH:34][C:35]([CH3:36])=[C:27]([C:10]2[C:11]3[CH:17]=[CH:16][C:15](=[O:18])[N:14]([C:19]4[C:20]([F:26])=[CH:21][CH:22]=[CH:23][C:24]=4[F:25])[C:12]=3[N:13]=[C:8]([NH:7][CH2:6][CH2:5][CH2:4][N:3]([CH2:1][CH3:2])[CH2:37][CH3:38])[N:9]=2)[CH:28]=1. The yield is 0.310. (2) The reactants are [N:1]([CH2:4][C@H:5]1[CH2:14][CH2:13][C:12]2[C:7](=[C:8]([C:16]3[CH:21]=[CH:20][CH:19]=[CH:18][C:17]=3[Cl:22])[C:9]([F:15])=[CH:10][CH:11]=2)[O:6]1)=[N+]=[N-].C1(P(C2C=CC=CC=2)C2C=CC=CC=2)C=CC=CC=1. The catalyst is C1COCC1.O. The product is [ClH:22].[Cl:22][C:17]1[CH:18]=[CH:19][CH:20]=[CH:21][C:16]=1[C:8]1[C:9]([F:15])=[CH:10][CH:11]=[C:12]2[C:7]=1[O:6][C@@H:5]([CH2:4][NH2:1])[CH2:14][CH2:13]2. The yield is 0.700. (3) The reactants are [CH3:1][O:2][CH2:3][C:4]1[CH:5]=[C:6]([C:10]2[CH:15]=[CH:14][C:13]([C:16]([CH3:21])([CH3:20])[C:17](O)=[O:18])=[CH:12][CH:11]=2)[CH:7]=[CH:8][CH:9]=1.[NH2:22][C@@H:23]([CH2:26][CH3:27])[CH2:24][OH:25]. No catalyst specified. The product is [OH:25][CH2:24][C@@H:23]([NH:22][C:17](=[O:18])[C:16]([C:13]1[CH:12]=[CH:11][C:10]([C:6]2[CH:7]=[CH:8][CH:9]=[C:4]([CH2:3][O:2][CH3:1])[CH:5]=2)=[CH:15][CH:14]=1)([CH3:21])[CH3:20])[CH2:26][CH3:27]. The yield is 0.520. (4) The reactants are [F:1][C:2]1[C:10]([CH3:11])=[CH:9][CH:8]=[CH:7][C:3]=1[C:4]([OH:6])=[O:5].S(Cl)(Cl)=O.[CH3:16]O. No catalyst specified. The product is [F:1][C:2]1[C:10]([CH3:11])=[CH:9][CH:8]=[CH:7][C:3]=1[C:4]([O:6][CH3:16])=[O:5]. The yield is 1.00. (5) The reactants are OC(C(F)(F)F)=O.[CH:8]1([C:14]2[C:15]3[CH:16]=[CH:17][C:18]([C:45](OC(C)(C)C)=[O:46])=[CH:19][C:20]=3[N:21]3[CH2:27][C:26]([C:28]([N:30]4[CH:35]5[CH2:36][CH2:37][CH:31]4[CH2:32][N:33]([CH3:38])[CH2:34]5)=[O:29])=[CH:25][C:24]4[CH:39]=[C:40]([O:43][CH3:44])[CH:41]=[CH:42][C:23]=4[C:22]=23)[CH2:13][CH2:12][CH2:11][CH2:10][CH2:9]1.C1N=CN(C(N2C=NC=C2)=O)C=1.[CH3:64][N:65]1[CH:69]=[C:68]([S:70]([NH2:73])(=[O:72])=[O:71])[N:67]=[CH:66]1.C1CCN2C(=NCCC2)CC1. The catalyst is C1COCC1. The product is [CH:8]1([C:14]2[C:15]3[CH:16]=[CH:17][C:18]([C:45]([NH:73][S:70]([C:68]4[N:67]=[CH:66][N:65]([CH3:64])[CH:69]=4)(=[O:72])=[O:71])=[O:46])=[CH:19][C:20]=3[N:21]3[CH2:27][C:26]([C:28]([N:30]4[CH:31]5[CH2:37][CH2:36][CH:35]4[CH2:34][N:33]([CH3:38])[CH2:32]5)=[O:29])=[CH:25][C:24]4[CH:39]=[C:40]([O:43][CH3:44])[CH:41]=[CH:42][C:23]=4[C:22]=23)[CH2:13][CH2:12][CH2:11][CH2:10][CH2:9]1. The yield is 0.220. (6) The reactants are [NH2:1][C:2]1[CH:9]=[C:8]([Cl:10])[CH:7]=[CH:6][C:3]=1[CH:4]=O.[ClH:11].[NH2:12][NH:13][C:14]([NH:16][NH2:17])=[NH:15]. The catalyst is CCO. The product is [ClH:10].[NH2:1][C:2]1[CH:9]=[C:8]([Cl:10])[CH:7]=[CH:6][C:3]=1[CH:4]=[N:12][NH:13][C:14]([NH:16][N:17]=[CH:4][C:3]1[CH:6]=[CH:7][C:8]([Cl:11])=[CH:9][C:2]=1[NH2:1])=[NH:15]. The yield is 0.130.